From a dataset of Forward reaction prediction with 1.9M reactions from USPTO patents (1976-2016). Predict the product of the given reaction. Given the reactants [CH2:1]([O:8][C:9]1[CH:18]=[C:17]([O:19][CH2:20][C:21]2[CH:26]=[CH:25][CH:24]=[CH:23][CH:22]=2)[C:16](Br)=[CH:15][C:10]=1[C:11]([O:13][CH3:14])=[O:12])[C:2]1[CH:7]=[CH:6][CH:5]=[CH:4][CH:3]=1.[C]=[O:29].[CH2:30]([N:32]([CH2:35]C)[CH2:33][CH3:34])C.CNCC[CH2:41][CH3:42], predict the reaction product. The product is: [CH3:35][N:32]([C:30]([C:16]1[C:17]([O:19][CH2:20][C:21]2[CH:26]=[CH:25][CH:24]=[CH:23][CH:22]=2)=[CH:18][C:9]([O:8][CH2:1][C:2]2[CH:7]=[CH:6][CH:5]=[CH:4][CH:3]=2)=[C:10]([CH:15]=1)[C:11]([O:13][CH3:14])=[O:12])=[O:29])[CH2:33][CH2:34][CH2:41][CH3:42].